This data is from Catalyst prediction with 721,799 reactions and 888 catalyst types from USPTO. The task is: Predict which catalyst facilitates the given reaction. (1) Reactant: [Cl:1][C:2]1[CH:7]=[CH:6][C:5]([C:8]([C:10]2[N:18]3[C:13]([CH:14]=[C:15]([O:19]C)[CH:16]=[CH:17]3)=[C:12]([C:21](=[O:27])[CH2:22][C:23]([CH3:26])([CH3:25])[CH3:24])[C:11]=2[CH2:28][C:29]([CH3:36])([CH3:35])[C:30]([O:32][CH2:33][CH3:34])=[O:31])=[O:9])=[CH:4][CH:3]=1.[Cl-].[Al+3].[Cl-].[Cl-].C(S)C.[C@H](O)(C([O-])=O)[C@@H](O)C([O-])=O.[Na+].[K+]. Product: [Cl:1][C:2]1[CH:3]=[CH:4][C:5]([C:8]([C:10]2[N:18]3[C:13]([CH:14]=[C:15]([OH:19])[CH:16]=[CH:17]3)=[C:12]([C:21](=[O:27])[CH2:22][C:23]([CH3:24])([CH3:25])[CH3:26])[C:11]=2[CH2:28][C:29]([CH3:35])([CH3:36])[C:30]([O:32][CH2:33][CH3:34])=[O:31])=[O:9])=[CH:6][CH:7]=1. The catalyst class is: 2. (2) Reactant: [CH2:1]([O:3][C:4](=[O:15])[C:5](=O)[C:6]([CH:11]1[CH2:13][CH2:12]1)=[CH:7][N:8](C)C)[CH3:2].Cl.[Cl:17][C:18]1[CH:23]=[CH:22][CH:21]=[C:20]([Cl:24])[C:19]=1[NH:25]N.Cl. Product: [CH2:1]([O:3][C:4]([C:5]1[N:25]([C:19]2[C:18]([Cl:17])=[CH:23][CH:22]=[CH:21][C:20]=2[Cl:24])[N:8]=[CH:7][C:6]=1[CH:11]1[CH2:13][CH2:12]1)=[O:15])[CH3:2]. The catalyst class is: 8. (3) Reactant: [CH:1]1([C:7]([C:20]2[CH:25]=[CH:24][CH:23]=[CH:22][CH:21]=2)([C:9]2[N:13](CN3CCCC3)[N:12]=[CH:11][N:10]=2)[OH:8])[CH2:6][CH2:5][CH2:4][CH2:3][CH2:2]1.[BH4-].[Na+]. Product: [CH:20]1([C:7]([C:1]2[CH:6]=[CH:5][CH:4]=[CH:3][CH:2]=2)([C:9]2[N:10]=[CH:11][NH:12][N:13]=2)[OH:8])[CH2:21][CH2:22][CH2:23][CH2:24][CH2:25]1. The catalyst class is: 8. (4) Reactant: [NH2:1][C:2]1[C:3]([C:15]#[N:16])=[C:4]2[CH2:10][CH2:9][CH2:8][CH2:7][CH2:6][N:5]2[C:11]=1[C:12]([OH:14])=O.[CH:17]1([C:20]#[N:21])[CH2:19][CH2:18]1. Product: [CH:17]1([C:20]2[NH:21][C:12](=[O:14])[C:11]3[N:5]4[C:4](=[C:3]([C:15]#[N:16])[C:2]=3[N:1]=2)[CH2:10][CH2:9][CH2:8][CH2:7][CH2:6]4)[CH2:19][CH2:18]1. The catalyst class is: 89. (5) Reactant: [Br:1][C:2]1[CH:3]=[C:4]([CH:8]([C:13]2[CH:18]=[CH:17][CH:16]=[C:15]([Cl:19])[CH:14]=2)[O:9][CH2:10][C:11]#[N:12])[CH:5]=[CH:6][CH:7]=1.S(C)C.CO. Product: [Br:1][C:2]1[CH:3]=[C:4]([CH:8]([C:13]2[CH:18]=[CH:17][CH:16]=[C:15]([Cl:19])[CH:14]=2)[O:9][CH2:10][CH2:11][NH2:12])[CH:5]=[CH:6][CH:7]=1. The catalyst class is: 1. (6) Reactant: [H-].[Na+].[CH2:3]([O:6][C:7]1[CH:12]=[CH:11][C:10]([CH2:13]Cl)=[C:9]([F:15])[CH:8]=1)[CH:4]=[CH2:5].[N:16]1([CH2:21][CH2:22][OH:23])[CH:20]=[CH:19][N:18]=[N:17]1.O. Product: [CH2:3]([O:6][C:7]1[CH:12]=[CH:11][C:10]([CH2:13][O:23][CH2:22][CH2:21][N:16]2[CH:20]=[CH:19][N:18]=[N:17]2)=[C:9]([F:15])[CH:8]=1)[CH:4]=[CH2:5]. The catalyst class is: 3. (7) Reactant: [F:1][C:2]1[C:3]([O:13][Si](C)(C)C)=[N:4][C:5]([O:8][Si](C)(C)C)=[N:6][CH:7]=1.Br[CH2:19][CH2:20][CH2:21][Cl:22].O.[OH-].[Na+]. Product: [Cl:22][CH2:21][CH2:20][CH2:19][N:6]1[CH:7]=[C:2]([F:1])[C:3](=[O:13])[NH:4][C:5]1=[O:8]. The catalyst class is: 26. (8) Reactant: [CH3:1][O:2][C:3]1[C:8]([N+:9]([O-:11])=[O:10])=[CH:7][CH:6]=[CH:5][C:4]=1B1OC(C)(C)C(C)(C)O1.Br[C:22]1[CH:23]=[C:24]([C:27]([OH:29])=[O:28])[O:25][CH:26]=1.C(=O)([O-])[O-].[K+].[K+].Cl. Product: [N+:9]([C:8]1[C:3]([O:2][CH3:1])=[C:4]([C:22]2[CH:23]=[C:24]([C:27]([OH:29])=[O:28])[O:25][CH:26]=2)[CH:5]=[CH:6][CH:7]=1)([O-:11])=[O:10]. The catalyst class is: 70. (9) Reactant: [C:1]([C:5]1[CH:10]=[C:9]([C:11]2[N:12]=[C:13]([CH2:16][OH:17])[S:14][CH:15]=2)[CH:8]=[C:7]([C:18]([CH3:21])([CH3:20])[CH3:19])[C:6]=1[OH:22])([CH3:4])([CH3:3])[CH3:2].[CH2:23](N(CC)CC)C. Product: [C:18]([C:7]1[CH:8]=[C:9]([C:11]2[N:12]=[C:13]([CH2:16][O:17][CH3:23])[S:14][CH:15]=2)[CH:10]=[C:5]([C:1]([CH3:4])([CH3:3])[CH3:2])[C:6]=1[OH:22])([CH3:21])([CH3:20])[CH3:19]. The catalyst class is: 7. (10) Reactant: C(OC([N:8]1[CH2:13][CH2:12][N:11]([C:14]2[CH:19]=[CH:18][C:17]([F:20])=[C:16]([C:21]([F:24])([F:23])[F:22])[CH:15]=2)[CH2:10][CH2:9]1)=O)(C)(C)C.BrC1C=CC(F)=C(C(F)(F)F)C=1.C(OC(N1CCNCC1)=O)(C)(C)C.[ClH:50].C(OCC)(=O)C. Product: [ClH:50].[F:20][C:17]1[CH:18]=[CH:19][C:14]([N:11]2[CH2:12][CH2:13][NH:8][CH2:9][CH2:10]2)=[CH:15][C:16]=1[C:21]([F:23])([F:22])[F:24]. The catalyst class is: 13.